Predict the product of the given reaction. From a dataset of Forward reaction prediction with 1.9M reactions from USPTO patents (1976-2016). (1) Given the reactants [CH3:1][N:2]1[CH2:7][CH2:6][N:5]([C:8]([C:10]2[CH:18]=[CH:17][C:13](C(O)=O)=[CH:12][CH:11]=2)=[O:9])[CH2:4][CH2:3]1.CN1CC[N:23]([C:26](C2C=CC(C(N=[N+]=[N-])=O)=CC=2)=[O:27])CC1.[NH2:39][C:40]1[CH:45]=[CH:44][C:43]([C:46]2[N:51]=[C:50]([N:52]3[CH2:57][CH2:56][O:55][CH2:54][CH2:53]3)[C:49]3=[CH:58][C:59]([CH2:61][N:62]([CH3:64])[CH3:63])=[CH:60][N:48]3[N:47]=2)=[CH:42][CH:41]=1, predict the reaction product. The product is: [CH3:63][N:62]([CH2:61][C:59]1[CH:58]=[C:49]2[N:48]([CH:60]=1)[N:47]=[C:46]([C:43]1[CH:44]=[CH:45][C:40]([NH:39][C:26]([NH:23][C:13]3[CH:12]=[CH:11][C:10]([C:8]([N:5]4[CH2:4][CH2:3][N:2]([CH3:1])[CH2:7][CH2:6]4)=[O:9])=[CH:18][CH:17]=3)=[O:27])=[CH:41][CH:42]=1)[N:51]=[C:50]2[N:52]1[CH2:53][CH2:54][O:55][CH2:56][CH2:57]1)[CH3:64]. (2) Given the reactants [Cl:1][C:2]1[N:10]=[CH:9][CH:8]=[CH:7][C:3]=1[C:4]([OH:6])=O.[CH:11]([C:14]1[CH:20]=[CH:19][C:17]([NH2:18])=[CH:16][CH:15]=1)([CH3:13])[CH3:12].CCN(C(C)C)C(C)C.C1C=CC2N(O)N=NC=2C=1, predict the reaction product. The product is: [Cl:1][C:2]1[C:3]([C:4]([NH:18][C:17]2[CH:19]=[CH:20][C:14]([CH:11]([CH3:13])[CH3:12])=[CH:15][CH:16]=2)=[O:6])=[CH:7][CH:8]=[CH:9][N:10]=1. (3) Given the reactants [C:1]([O:5][C:6]([N:8]1[CH2:13][CH2:12][NH:11][CH2:10][CH2:9]1)=[O:7])([CH3:4])([CH3:3])[CH3:2].[OH:14][CH2:15][CH2:16][C:17](O)=[O:18].ON1C2C=CC=CC=2N=N1.Cl.C(N=C=NCCCN(C)C)C, predict the reaction product. The product is: [C:1]([O:5][C:6]([N:8]1[CH2:13][CH2:12][N:11]([C:15](=[O:14])[CH2:16][CH2:17][OH:18])[CH2:10][CH2:9]1)=[O:7])([CH3:4])([CH3:2])[CH3:3]. (4) Given the reactants C(N(CC)CC)C.[C:8]([C:12]1[CH:13]=[C:14]([NH:24][C:25](OC2C=CC=CC=2)=[O:26])[C:15]([O:22][CH3:23])=[C:16]([CH:21]=1)[C:17]([O:19][CH3:20])=[O:18])([CH3:11])([CH3:10])[CH3:9].[NH2:34][C:35]1[C:44]2[C:39](=[CH:40][CH:41]=[CH:42][CH:43]=2)[C:38]([O:45][C:46]2[CH:51]=[CH:50][N:49]=[C:48]([NH:52][C:53]3[CH:58]=[CH:57][CH:56]=[CH:55][CH:54]=3)[N:47]=2)=[CH:37][CH:36]=1, predict the reaction product. The product is: [C:8]([C:12]1[CH:13]=[C:14]([NH:24][C:25]([NH:34][C:35]2[C:44]3[C:39](=[CH:40][CH:41]=[CH:42][CH:43]=3)[C:38]([O:45][C:46]3[CH:51]=[CH:50][N:49]=[C:48]([NH:52][C:53]4[CH:54]=[CH:55][CH:56]=[CH:57][CH:58]=4)[N:47]=3)=[CH:37][CH:36]=2)=[O:26])[C:15]([O:22][CH3:23])=[C:16]([CH:21]=1)[C:17]([O:19][CH3:20])=[O:18])([CH3:10])([CH3:9])[CH3:11]. (5) Given the reactants [C:1]([C:3]1[CH:12]=[C:11]2[C:6]([CH:7]=[CH:8][C:9](=[O:31])[N:10]2[CH2:13][CH2:14][N:15]2[CH2:20][CH2:19][C@@H:18]([NH:21]C(=O)OC(C)(C)C)[C@H:17]([O:29][CH3:30])[CH2:16]2)=[CH:5][CH:4]=1)#[N:2].FC(F)(F)C(O)=O, predict the reaction product. The product is: [NH2:21][C@@H:18]1[CH2:19][CH2:20][N:15]([CH2:14][CH2:13][N:10]2[C:11]3[C:6](=[CH:5][CH:4]=[C:3]([C:1]#[N:2])[CH:12]=3)[CH:7]=[CH:8][C:9]2=[O:31])[CH2:16][C@H:17]1[O:29][CH3:30]. (6) The product is: [Br:1][C:2]1[CH:7]=[CH:6][C:5]([N:8]2[C:12](=[O:13])[N:11]([C@H:22]3[CH2:26][CH2:25][O:24][CH2:23]3)[N:10]=[CH:9]2)=[C:4]([F:14])[CH:3]=1. Given the reactants [Br:1][C:2]1[CH:7]=[CH:6][C:5]([N:8]2[C:12](=[O:13])[NH:11][N:10]=[CH:9]2)=[C:4]([F:14])[CH:3]=1.[H-].[Na+].CS(O[C@@H:22]1[CH2:26][CH2:25][O:24][CH2:23]1)(=O)=O, predict the reaction product. (7) Given the reactants [C:1]([O:5][C:6]([NH:8][C@H:9]([C:27]([OH:29])=[O:28])[CH2:10][O:11][C:12]1[C:13]([N+:24]([O-])=O)=[C:14]([C:18]2[CH:23]=[CH:22][CH:21]=[CH:20][CH:19]=2)[CH:15]=[CH:16][CH:17]=1)=[O:7])([CH3:4])([CH3:3])[CH3:2], predict the reaction product. The product is: [NH2:24][C:13]1[C:12]([O:11][CH2:10][C@@H:9]([C:27]([OH:29])=[O:28])[NH:8][C:6]([O:5][C:1]([CH3:4])([CH3:3])[CH3:2])=[O:7])=[CH:17][CH:16]=[CH:15][C:14]=1[C:18]1[CH:19]=[CH:20][CH:21]=[CH:22][CH:23]=1.